This data is from Forward reaction prediction with 1.9M reactions from USPTO patents (1976-2016). The task is: Predict the product of the given reaction. (1) Given the reactants [Br:1][C:2]1[CH:3]=[C:4]2[C:8](=[CH:9][CH:10]=1)[N:7]([CH2:11][CH:12]1[CH2:17][CH2:16][N:15](C(OC(C)(C)C)=O)[CH2:14][CH2:13]1)[CH:6]=[CH:5]2.[ClH:25].CO, predict the reaction product. The product is: [ClH:25].[Br:1][C:2]1[CH:3]=[C:4]2[C:8](=[CH:9][CH:10]=1)[N:7]([CH2:11][CH:12]1[CH2:13][CH2:14][NH:15][CH2:16][CH2:17]1)[CH:6]=[CH:5]2. (2) Given the reactants C[O:2][C:3]([C:5]1[N:6]([NH:10][C:11](=[O:22])[CH:12]([O:14][CH2:15][C:16]2[CH:21]=[CH:20][CH:19]=[CH:18][CH:17]=2)[CH3:13])[CH:7]=[N:8][CH:9]=1)=O.[OH-].[NH4+:24], predict the reaction product. The product is: [CH2:15]([O:14][CH:12]([CH3:13])[C:11]([NH:10][N:6]1[C:5]([C:3]([NH2:24])=[O:2])=[CH:9][N:8]=[CH:7]1)=[O:22])[C:16]1[CH:21]=[CH:20][CH:19]=[CH:18][CH:17]=1. (3) Given the reactants [C:1]([O:5][C:6](=[O:13])[NH:7][N:8]1[CH:12]=[CH:11][CH:10]=[CH:9]1)([CH3:4])([CH3:3])[CH3:2].[Cl:14][C:15]1[CH:22]=[CH:21][CH:20]=[CH:19][C:16]=1[CH2:17]Cl.[H-].[Na+], predict the reaction product. The product is: [C:1]([O:5][C:6](=[O:13])[N:7]([CH2:17][C:16]1[CH:19]=[CH:20][CH:21]=[CH:22][C:15]=1[Cl:14])[N:8]1[CH:12]=[CH:11][CH:10]=[CH:9]1)([CH3:4])([CH3:2])[CH3:3].